Dataset: Peptide-MHC class II binding affinity with 134,281 pairs from IEDB. Task: Regression. Given a peptide amino acid sequence and an MHC pseudo amino acid sequence, predict their binding affinity value. This is MHC class II binding data. (1) The peptide sequence is QDWLGVSRQLRTKAW. The MHC is DRB5_0101 with pseudo-sequence DRB5_0101. The binding affinity (normalized) is 0.530. (2) The peptide sequence is RQCCHKAMENFTDDD. The MHC is DRB1_0404 with pseudo-sequence DRB1_0404. The binding affinity (normalized) is 0.355. (3) The peptide sequence is FEIKCTKPEACSGEP. The MHC is DRB1_0401 with pseudo-sequence DRB1_0401. The binding affinity (normalized) is 0.0583. (4) The peptide sequence is NDVSTYASGKVWGQK. The MHC is DRB1_1602 with pseudo-sequence DRB1_1602. The binding affinity (normalized) is 0.251. (5) The peptide sequence is EQQINHHWHKSGSSIGKA. The MHC is DRB1_0404 with pseudo-sequence DRB1_0404. The binding affinity (normalized) is 0.112. (6) The binding affinity (normalized) is 0.222. The MHC is HLA-DPA10301-DPB10402 with pseudo-sequence HLA-DPA10301-DPB10402. The peptide sequence is TLWQRPLVTIKIGGQLTEAL. (7) The peptide sequence is EKDIEIIPIQEEEY. The MHC is HLA-DQA10301-DQB10302 with pseudo-sequence HLA-DQA10301-DQB10302. The binding affinity (normalized) is 0.801.